From a dataset of NCI-60 drug combinations with 297,098 pairs across 59 cell lines. Regression. Given two drug SMILES strings and cell line genomic features, predict the synergy score measuring deviation from expected non-interaction effect. (1) Drug 1: CC1=C(C(=CC=C1)Cl)NC(=O)C2=CN=C(S2)NC3=CC(=NC(=N3)C)N4CCN(CC4)CCO. Drug 2: CC1CCC2CC(C(=CC=CC=CC(CC(C(=O)C(C(C(=CC(C(=O)CC(OC(=O)C3CCCCN3C(=O)C(=O)C1(O2)O)C(C)CC4CCC(C(C4)OC)OCCO)C)C)O)OC)C)C)C)OC. Cell line: UACC-257. Synergy scores: CSS=-0.121, Synergy_ZIP=-0.960, Synergy_Bliss=-3.09, Synergy_Loewe=-1.44, Synergy_HSA=-2.30. (2) Drug 1: C1C(C(OC1N2C=NC3=C(N=C(N=C32)Cl)N)CO)O. Drug 2: CCC(=C(C1=CC=CC=C1)C2=CC=C(C=C2)OCCN(C)C)C3=CC=CC=C3.C(C(=O)O)C(CC(=O)O)(C(=O)O)O. Cell line: SK-MEL-5. Synergy scores: CSS=26.2, Synergy_ZIP=-3.40, Synergy_Bliss=3.77, Synergy_Loewe=-11.0, Synergy_HSA=1.11. (3) Drug 1: CC12CCC(CC1=CCC3C2CCC4(C3CC=C4C5=CN=CC=C5)C)O. Drug 2: CCCS(=O)(=O)NC1=C(C(=C(C=C1)F)C(=O)C2=CNC3=C2C=C(C=N3)C4=CC=C(C=C4)Cl)F. Cell line: SK-MEL-5. Synergy scores: CSS=31.9, Synergy_ZIP=5.09, Synergy_Bliss=5.66, Synergy_Loewe=-9.97, Synergy_HSA=4.14. (4) Drug 1: C1C(C(OC1N2C=NC3=C(N=C(N=C32)Cl)N)CO)O. Drug 2: CC1=C(C=C(C=C1)C(=O)NC2=CC(=CC(=C2)C(F)(F)F)N3C=C(N=C3)C)NC4=NC=CC(=N4)C5=CN=CC=C5. Cell line: 786-0. Synergy scores: CSS=23.7, Synergy_ZIP=-7.49, Synergy_Bliss=-6.90, Synergy_Loewe=-7.81, Synergy_HSA=-7.50. (5) Drug 1: C1C(C(OC1N2C=NC3=C(N=C(N=C32)Cl)N)CO)O. Drug 2: C1=CC=C(C=C1)NC(=O)CCCCCCC(=O)NO. Cell line: EKVX. Synergy scores: CSS=-1.56, Synergy_ZIP=-1.35, Synergy_Bliss=-4.59, Synergy_Loewe=-8.98, Synergy_HSA=-7.60. (6) Cell line: HCT116. Drug 1: CCN(CC)CCNC(=O)C1=C(NC(=C1C)C=C2C3=C(C=CC(=C3)F)NC2=O)C. Drug 2: C(=O)(N)NO. Synergy scores: CSS=-1.40, Synergy_ZIP=-1.46, Synergy_Bliss=-3.35, Synergy_Loewe=-9.37, Synergy_HSA=-7.06.